Dataset: Full USPTO retrosynthesis dataset with 1.9M reactions from patents (1976-2016). Task: Predict the reactants needed to synthesize the given product. Given the product [F:48][C:49]([F:54])([F:53])[C:50]([OH:52])=[O:51].[F:48][C:49]([F:54])([F:53])[C:50]([OH:52])=[O:51].[F:48][C:49]([F:54])([F:53])[C:50]([OH:52])=[O:51].[NH2:37][C:34]([CH3:36])([CH3:35])[CH:33]=[C:32]([C:31]([N:27]1[CH2:28][CH2:29][CH2:30][C@@H:26]1[CH2:25][N:8]1[C:4]2=[N:5][CH:6]=[N:7][C:2]([NH2:1])=[C:3]2[C:10]([C:11]2[CH:16]=[CH:15][C:14]([O:17][C:18]3[CH:23]=[CH:22][CH:21]=[CH:20][CH:19]=3)=[CH:13][C:12]=2[F:24])=[N:9]1)=[O:47])[C:45]#[N:46], predict the reactants needed to synthesize it. The reactants are: [NH2:1][C:2]1[N:7]=[CH:6][N:5]=[C:4]2[N:8]([CH2:25][C@H:26]3[CH2:30][CH2:29][CH2:28][N:27]3[C:31](=[O:47])/[C:32](/[C:45]#[N:46])=[CH:33]/[C:34]([NH:37]C(=O)OC(C)(C)C)([CH3:36])[CH3:35])[N:9]=[C:10]([C:11]3[CH:16]=[CH:15][C:14]([O:17][C:18]4[CH:23]=[CH:22][CH:21]=[CH:20][CH:19]=4)=[CH:13][C:12]=3[F:24])[C:3]=12.[F:48][C:49]([F:54])([F:53])[C:50]([OH:52])=[O:51].